From a dataset of Full USPTO retrosynthesis dataset with 1.9M reactions from patents (1976-2016). Predict the reactants needed to synthesize the given product. (1) The reactants are: [CH:1]1([CH2:6][CH:7]([C:11]2[CH:16]=[CH:15][C:14](F)=[C:13]([C:18]([F:21])([F:20])[F:19])[CH:12]=2)[C:8]([OH:10])=[O:9])[CH2:5][CH2:4][CH2:3][CH2:2]1.[CH3:22][S-:23].[Na+].Cl. Given the product [CH:1]1([CH2:6][CH:7]([C:11]2[CH:16]=[CH:15][C:14]([S:23][CH3:22])=[C:13]([C:18]([F:21])([F:20])[F:19])[CH:12]=2)[C:8]([OH:10])=[O:9])[CH2:5][CH2:4][CH2:3][CH2:2]1, predict the reactants needed to synthesize it. (2) The reactants are: Cl[C:2]1[C:11]2[C:6](=[CH:7][CH:8]=[C:9](OC(F)(F)F)[CH:10]=2)[N:5]=[C:4]([N:17]2[CH2:23][C:22]3[CH:24]=[CH:25][CH:26]=[CH:27][C:21]=3[S:20](=[O:29])(=[O:28])[CH2:19][CH2:18]2)[CH:3]=1.[OH:30][C@H:31]1[CH2:35][NH:34][C:33](=[O:36])[CH2:32]1.[C:37](=O)([O-])[O-].[K+].[K+].CN[C@@H]1CCCC[C@H]1NC. Given the product [O:29]=[S:20]1(=[O:28])[C:21]2[CH:27]=[CH:26][CH:25]=[CH:24][C:22]=2[CH2:23][N:17]([C:4]2[CH:3]=[C:2]([N:34]3[CH2:35][C@H:31]([OH:30])[CH2:32][C:33]3=[O:36])[C:11]3[C:6](=[CH:7][CH:8]=[C:9]([CH3:37])[CH:10]=3)[N:5]=2)[CH2:18][CH2:19]1, predict the reactants needed to synthesize it. (3) The reactants are: [NH2:1][C:2]1[CH:7]=[CH:6][C:5]([C:8]([CH3:15])([CH3:14])[CH2:9][NH:10][C:11](=[O:13])[CH3:12])=[C:4]([C:16]2[CH:17]=[N:18][CH:19]=[CH:20][CH:21]=2)[CH:3]=1.[CH3:22][O:23][C:24]1[CH:25]=[C:26]([CH:30]=[CH:31][C:32]=1[O:33][CH3:34])[C:27](Cl)=[O:28].C(N(CC)CC)C. Given the product [C:11]([NH:10][CH2:9][C:8]([C:5]1[CH:6]=[CH:7][C:2]([NH:1][C:27](=[O:28])[C:26]2[CH:30]=[CH:31][C:32]([O:33][CH3:34])=[C:24]([O:23][CH3:22])[CH:25]=2)=[CH:3][C:4]=1[C:16]1[CH:17]=[N:18][CH:19]=[CH:20][CH:21]=1)([CH3:15])[CH3:14])(=[O:13])[CH3:12], predict the reactants needed to synthesize it. (4) Given the product [CH3:15][C:16]1[CH:17]=[C:18]([CH:19]=[CH:20][C:21]=1[N+:22]([O-:24])=[O:23])[O:5][CH2:6][CH2:7][CH2:8][N:9]1[CH2:14][CH2:13][O:12][CH2:11][CH2:10]1, predict the reactants needed to synthesize it. The reactants are: CS([O:5][CH2:6][CH2:7][CH2:8][N:9]1[CH2:14][CH2:13][O:12][CH2:11][CH2:10]1)(=O)=O.[CH3:15][C:16]1[CH:17]=[C:18](O)[CH:19]=[CH:20][C:21]=1[N+:22]([O-:24])=[O:23].C(=O)([O-])[O-].[Cs+].[Cs+].CC(N(C)C)=O. (5) Given the product [C:12]([NH:11][C:3]1[CH:4]=[CH:5][C:6]([CH:8]([CH3:10])[CH3:9])=[CH:7][C:2]=1[C:18]([OH:19])=[O:15])(=[O:14])[CH3:13], predict the reactants needed to synthesize it. The reactants are: Br[C:2]1[CH:7]=[C:6]([CH:8]([CH3:10])[CH3:9])[CH:5]=[CH:4][C:3]=1[NH:11][C:12](=[O:14])[CH3:13].[OH2:15].CN(C)[CH:18]=[O:19]. (6) Given the product [OH:26][CH2:25][CH2:24][O:23][CH2:22][CH2:21][O:1][C:2]1[CH:19]=[CH:18][C:5](/[CH:6]=[C:7]2\[O:8][C:9]3[CH:16]=[CH:15][C:14]([I:17])=[CH:13][C:10]=3[C:11]\2=[O:12])=[CH:4][CH:3]=1, predict the reactants needed to synthesize it. The reactants are: [OH:1][C:2]1[CH:19]=[CH:18][C:5](/[CH:6]=[C:7]2\[O:8][C:9]3[CH:16]=[CH:15][C:14]([I:17])=[CH:13][C:10]=3[C:11]\2=[O:12])=[CH:4][CH:3]=1.Cl[CH2:21][CH2:22][O:23][CH2:24][CH2:25][OH:26].C(=O)([O-])[O-].[K+].[K+]. (7) Given the product [NH2:8][C@H:9]([C:13]([O:15][CH2:16][CH2:17][C@@H:18]([C:43]1[C:44]([F:50])=[CH:45][CH:46]=[CH:47][C:48]=1[F:49])[NH:19][C:20]([C@H:22]1[N:26]([S:27]([C:30]2[CH:35]=[CH:34][C:33]([C:36]3[CH:41]=[CH:40][CH:39]=[CH:38][C:37]=3[F:42])=[CH:32][CH:31]=2)(=[O:28])=[O:29])[CH2:25][CH2:24][S:23]1)=[O:21])=[O:14])[CH:10]([CH3:12])[CH3:11], predict the reactants needed to synthesize it. The reactants are: C(OC([NH:8][C@H:9]([C:13]([O:15][CH2:16][CH2:17][C@@H:18]([C:43]1[C:48]([F:49])=[CH:47][CH:46]=[CH:45][C:44]=1[F:50])[NH:19][C:20]([C@H:22]1[N:26]([S:27]([C:30]2[CH:35]=[CH:34][C:33]([C:36]3[CH:41]=[CH:40][CH:39]=[CH:38][C:37]=3[F:42])=[CH:32][CH:31]=2)(=[O:29])=[O:28])[CH2:25][CH2:24][S:23]1)=[O:21])=[O:14])[CH:10]([CH3:12])[CH3:11])=O)(C)(C)C.Cl.CS(O)(=O)=O. (8) Given the product [CH:29]([N:25]1[CH2:26][CH2:27][CH:22]([C:20]2[CH:19]=[CH:18][N:17]3[C:13]([C:11]4[CH:10]=[CH:9][N:8]=[C:7]([C:1]5[CH:6]=[CH:5][CH:4]=[CH:3][CH:2]=5)[CH:12]=4)=[CH:14][N:15]=[C:16]3[CH:21]=2)[CH2:23][CH2:24]1)([CH3:31])[CH3:28], predict the reactants needed to synthesize it. The reactants are: [C:1]1([C:7]2[CH:12]=[C:11]([C:13]3[N:17]4[CH:18]=[CH:19][C:20]([CH:22]5[CH2:27][CH2:26][NH:25][CH2:24][CH2:23]5)=[CH:21][C:16]4=[N:15][CH:14]=3)[CH:10]=[CH:9][N:8]=2)[CH:6]=[CH:5][CH:4]=[CH:3][CH:2]=1.[CH3:28][C:29]([CH3:31])=O.C(O)(=O)C.C(O[BH-](OC(=O)C)OC(=O)C)(=O)C.[Na+]. (9) Given the product [NH2:25][C@H:26]([C:31]([OH:33])=[O:32])[CH2:27][CH2:29][CH2:30][NH:47][C:46](=[NH:45])[NH2:18].[O:1]=[CH:2][C@@H:3]([C@H:5]([C@@H:7]([C@@H:9]([CH2:11][OH:12])[OH:10])[OH:8])[OH:6])[OH:4], predict the reactants needed to synthesize it. The reactants are: [O:1]=[CH:2][C@@H:3]([C@H:5]([C@@H:7]([C@@H:9]([CH2:11][OH:12])[OH:10])[OH:8])[OH:6])[OH:4].S(O)(O)(=O)=O.[NH3:18].OP([O-])(O)=O.[K+].[NH2:25][C@H:26]([C:31]([OH:33])=[O:32])[C@H:27]([CH2:29][CH3:30])C.CC1[N+](CC2C=NC(C)=[N:45][C:46]=2[NH2:47])=CSC=1CCO.N.